This data is from Reaction yield outcomes from USPTO patents with 853,638 reactions. The task is: Predict the reaction yield, written as a fraction of the theoretical maximum amount of product (1.0 means a 100% yield; for example, 0.34 means a 34% yield). (1) The reactants are Br[C:2]1[CH:7]=[N:6][CH2:5][C:4](N)([O:8][CH3:9])[N:3]=1.[CH3:11][PH:12](=[O:14])[CH3:13].P([O-])([O-])([O-])=O.[K+].[K+].[K+].C[N:24](C=O)C. The catalyst is C([O-])(=O)C.[Pd+2].C([O-])(=O)C.CC1(C)C2C(=C(P(C3C=CC=CC=3)C3C=CC=CC=3)C=CC=2)OC2C(P(C3C=CC=CC=3)C3C=CC=CC=3)=CC=CC1=2. The product is [CH3:11][P:12]([C:2]1[N:3]=[C:4]([O:8][CH3:9])[C:5]([NH2:24])=[N:6][CH:7]=1)([CH3:13])=[O:14]. The yield is 0.630. (2) The reactants are [CH3:1][O:2][C:3](=[O:23])[CH2:4][C:5]1[CH:14]=[C:13]([O:15][CH:16]2[CH2:21][CH2:20][NH:19][CH2:18][CH2:17]2)[C:12]2[C:7](=[CH:8][CH:9]=[C:10]([F:22])[CH:11]=2)[CH:6]=1.[C:24](Cl)(=[O:26])[CH3:25]. The catalyst is O1CCCC1.CN(C)C1C=CN=CC=1. The product is [CH3:1][O:2][C:3](=[O:23])[CH2:4][C:5]1[CH:14]=[C:13]([O:15][CH:16]2[CH2:17][CH2:18][N:19]([C:24](=[O:26])[CH3:25])[CH2:20][CH2:21]2)[C:12]2[C:7](=[CH:8][CH:9]=[C:10]([F:22])[CH:11]=2)[CH:6]=1. The yield is 0.790. (3) The reactants are C(OC([N:8]1[CH2:13][CH2:12][O:11][CH:10]([C:14]2[CH:19]=[CH:18][C:17]([NH:20][C:21]3[CH:26]=[CH:25][C:24]([Cl:27])=[CH:23][N:22]=3)=[CH:16][CH:15]=2)[CH2:9]1)=O)(C)(C)C.Cl.[OH-].[Na+]. The catalyst is C1COCC1.O1CCOCC1. The product is [Cl:27][C:24]1[CH:25]=[CH:26][C:21]([NH:20][C:17]2[CH:16]=[CH:15][C:14]([CH:10]3[O:11][CH2:12][CH2:13][NH:8][CH2:9]3)=[CH:19][CH:18]=2)=[N:22][CH:23]=1. The yield is 0.510. (4) The reactants are [NH2:1][C:2]1[CH:7]=[CH:6][C:5]([N:8]2[C:14]3[CH:15]=[CH:16][C:17]([O:19][CH3:20])=[CH:18][C:13]=3[NH:12][C:11](=[O:21])[CH2:10][C:9]2=[O:22])=[CH:4][CH:3]=1.[Cl:23][C:24]1[CH:34]=[CH:33][CH:32]=[CH:31][C:25]=1[CH2:26][S:27](Cl)(=[O:29])=[O:28]. No catalyst specified. The product is [Cl:23][C:24]1[CH:34]=[CH:33][CH:32]=[CH:31][C:25]=1[CH2:26][S:27]([NH:1][C:2]1[CH:7]=[CH:6][C:5]([N:8]2[C:9](=[O:22])[CH2:10][C:11](=[O:21])[NH:12][C:13]3[CH:18]=[C:17]([O:19][CH3:20])[CH:16]=[CH:15][C:14]2=3)=[CH:4][CH:3]=1)(=[O:29])=[O:28]. The yield is 0.130. (5) The reactants are [C:1]([C:3]1[CH:8]=[C:7]([F:9])[C:6]([N+:10]([O-])=O)=[CH:5][C:4]=1[CH2:13][C:14]([O:16][CH2:17][CH3:18])=[O:15])#[CH:2].CCOC(C)=O. The catalyst is CO.[Pd]. The product is [NH2:10][C:6]1[C:7]([F:9])=[CH:8][C:3]([CH2:1][CH3:2])=[C:4]([CH2:13][C:14]([O:16][CH2:17][CH3:18])=[O:15])[CH:5]=1. The yield is 0.930. (6) The reactants are C[O:2][C:3](=[O:24])[C:4]1[CH:9]=[CH:8][C:7]([C:10]#[C:11][C:12]2[CH:17]=[CH:16][C:15]([CH2:18][NH:19][CH2:20][CH2:21][O:22][CH3:23])=[CH:14][CH:13]=2)=[CH:6][CH:5]=1.CCN(C(C)C)C(C)C.[CH3:34][C:35]([O:38][C:39](O[C:39]([O:38][C:35]([CH3:37])([CH3:36])[CH3:34])=[O:40])=[O:40])([CH3:37])[CH3:36].[OH-].[Na+].OP(O)(O)=O. The catalyst is C(Cl)(Cl)Cl.O. The product is [C:35]([O:38][C:39]([N:19]([CH2:18][C:15]1[CH:16]=[CH:17][C:12]([C:11]#[C:10][C:7]2[CH:8]=[CH:9][C:4]([C:3]([OH:2])=[O:24])=[CH:5][CH:6]=2)=[CH:13][CH:14]=1)[CH2:20][CH2:21][O:22][CH3:23])=[O:40])([CH3:37])([CH3:36])[CH3:34]. The yield is 1.06. (7) The reactants are C1C=C(Cl)C=C(C(OO)=O)C=1.[Br:12][C:13]1[C:18]2[N:19]=[C:20](SC)[N:21]=[CH:22][C:17]=2[C:16](=[O:25])[N:15]([C:26]2[C:31]([Cl:32])=[CH:30][CH:29]=[CH:28][C:27]=2[Cl:33])[CH:14]=1.CCN(C(C)C)C(C)C.[NH2:43][C:44]1[CH:49]=[CH:48][C:47]([N:50]2[CH2:55][CH2:54][N:53]([C:56]([O:58][C:59]([CH3:62])([CH3:61])[CH3:60])=[O:57])[CH2:52][CH2:51]2)=[CH:46][CH:45]=1. The catalyst is C(Cl)Cl.C1(C)C=CC=CC=1. The product is [Br:12][C:13]1[C:18]2[N:19]=[C:20]([NH:43][C:44]3[CH:49]=[CH:48][C:47]([N:50]4[CH2:55][CH2:54][N:53]([C:56]([O:58][C:59]([CH3:62])([CH3:61])[CH3:60])=[O:57])[CH2:52][CH2:51]4)=[CH:46][CH:45]=3)[N:21]=[CH:22][C:17]=2[C:16](=[O:25])[N:15]([C:26]2[C:31]([Cl:32])=[CH:30][CH:29]=[CH:28][C:27]=2[Cl:33])[CH:14]=1. The yield is 0.820. (8) The catalyst is C(Cl)Cl.[O-]S([O-])(=O)=O.[Cu+2]. The reactants are C1(C=O)CC1.[CH:6]1([CH:9]=[N:10][S:11]([C:13]([CH3:16])([CH3:15])[CH3:14])=[O:12])[CH2:8][CH2:7]1. The yield is 0.950. The product is [CH:6]1([CH:9]=[N:10][S@:11]([C:13]([CH3:16])([CH3:15])[CH3:14])=[O:12])[CH2:7][CH2:8]1. (9) The reactants are [I:1][C:2]1[CH:3]=[CH:4][C:5]([NH2:8])=[N:6][CH:7]=1.[CH2:9]([N:11]=[C:12]=[O:13])[CH3:10]. The catalyst is N1C=CC=CC=1. The product is [CH2:9]([NH:11][C:12]([NH:8][C:5]1[CH:4]=[CH:3][C:2]([I:1])=[CH:7][N:6]=1)=[O:13])[CH3:10]. The yield is 0.920.